Regression. Given a peptide amino acid sequence and an MHC pseudo amino acid sequence, predict their binding affinity value. This is MHC class II binding data. From a dataset of Peptide-MHC class II binding affinity with 134,281 pairs from IEDB. (1) The peptide sequence is SQDLELSSNLNGLQAY. The MHC is HLA-DQA10301-DQB10302 with pseudo-sequence HLA-DQA10301-DQB10302. The binding affinity (normalized) is 0.388. (2) The peptide sequence is PEEIKQLQQFQKEDA. The MHC is DRB4_0101 with pseudo-sequence DRB4_0103. The binding affinity (normalized) is 0.504. (3) The peptide sequence is KSYVKSKLKLLKGSE. The MHC is DRB3_0101 with pseudo-sequence DRB3_0101. The binding affinity (normalized) is 0.214. (4) The MHC is HLA-DPA10301-DPB10402 with pseudo-sequence HLA-DPA10301-DPB10402. The binding affinity (normalized) is 0.162. The peptide sequence is DDCVAIGTGSSNIVI. (5) The peptide sequence is AAAQASAAAAAYEAA. The MHC is DRB1_1101 with pseudo-sequence DRB1_1101. The binding affinity (normalized) is 0.110. (6) The peptide sequence is AARLLSIRAMSTKFS. The MHC is HLA-DPA10103-DPB10301 with pseudo-sequence HLA-DPA10103-DPB10301. The binding affinity (normalized) is 0.925. (7) The peptide sequence is QRAAEPWRDDQRSRS. The MHC is DRB3_0101 with pseudo-sequence DRB3_0101. The binding affinity (normalized) is 0.196.